From a dataset of Reaction yield outcomes from USPTO patents with 853,638 reactions. Predict the reaction yield, written as a fraction of the theoretical maximum amount of product (1.0 means a 100% yield; for example, 0.34 means a 34% yield). The reactants are Cl[C:2]1[CH:7]=[C:6]([Cl:8])[N:5]=[C:4]([CH3:9])[N:3]=1.[F:10][C:11]([F:22])([F:21])[C:12]1[N:17]=[CH:16][C:15](B(O)O)=[CH:14][CH:13]=1.C(=O)([O-])[O-].[K+].[K+].O1CCOCC1. The catalyst is CCOC(C)=O.C1C=CC(P(C2C=CC=CC=2)[C-]2C=CC=C2)=CC=1.C1C=CC(P(C2C=CC=CC=2)[C-]2C=CC=C2)=CC=1.Cl[Pd]Cl.[Fe+2].O. The product is [Cl:8][C:6]1[CH:7]=[C:2]([C:15]2[CH:16]=[N:17][C:12]([C:11]([F:22])([F:21])[F:10])=[CH:13][CH:14]=2)[N:3]=[C:4]([CH3:9])[N:5]=1. The yield is 0.660.